This data is from Full USPTO retrosynthesis dataset with 1.9M reactions from patents (1976-2016). The task is: Predict the reactants needed to synthesize the given product. (1) Given the product [Cl:1][C:2]1[CH:7]=[C:6]([CH:5]=[C:4]([Cl:12])[C:3]=1[C:13]([O:15][CH3:16])=[O:14])[C:8]([OH:10])=[O:9], predict the reactants needed to synthesize it. The reactants are: [Cl:1][C:2]1[CH:7]=[C:6]([C:8]([O:10]C)=[O:9])[CH:5]=[C:4]([Cl:12])[C:3]=1[C:13]([O:15][CH3:16])=[O:14].[OH-].[Na+]. (2) Given the product [F:50][C:47]1[CH:48]=[CH:49][C:44]([C@@H:42]([OH:43])[CH2:41][CH2:40][C@H:39]2[C:38](=[O:51])[N:37]([C:52]3[CH:53]=[CH:54][CH:55]=[CH:56][CH:57]=3)[C@@H:36]2[C:33]2[CH:32]=[CH:31][C:30]([C:26]3[CH:27]=[CH:28][CH:29]=[C:24]([C@@H:6]4[O:7][C@H:8]([CH2:19][OH:20])[C@@H:9]([OH:15])[C@H:10]([OH:11])[C@H:5]4[OH:4])[CH:25]=3)=[CH:35][CH:34]=2)=[CH:45][CH:46]=1, predict the reactants needed to synthesize it. The reactants are: C([O:4][C@@H:5]1[C@@H:10]([O:11]C(=O)C)[C@H:9]([O:15]C(=O)C)[C@@H:8]([CH2:19][O:20]C(=O)C)[O:7][C@H:6]1[C:24]1[CH:25]=[C:26]([C:30]2[CH:35]=[CH:34][C:33]([C@@H:36]3[C@@H:39]([CH2:40][CH2:41][C@@H:42]([C:44]4[CH:49]=[CH:48][C:47]([F:50])=[CH:46][CH:45]=4)[OH:43])[C:38](=[O:51])[N:37]3[C:52]3[CH:57]=[CH:56][CH:55]=[CH:54][CH:53]=3)=[CH:32][CH:31]=2)[CH:27]=[CH:28][CH:29]=1)(=O)C.C(N(CC)CC)C.O.